This data is from Retrosynthesis with 50K atom-mapped reactions and 10 reaction types from USPTO. The task is: Predict the reactants needed to synthesize the given product. (1) Given the product CCOC(=O)[C@@H]1CCC[C@@H]1NCCC(C)C, predict the reactants needed to synthesize it. The reactants are: CCOC(=O)C1=C(NCCC(C)C)CCC1. (2) Given the product CCOC(=O)c1ccc2cc(-c3cccn3C(=O)OC(C)(C)C)cc(-c3cccc4ccccc34)c2n1, predict the reactants needed to synthesize it. The reactants are: CC(C)(C)OC(=O)n1cccc1B(O)O.CCOC(=O)c1ccc2cc(I)cc(-c3cccc4ccccc34)c2n1.